From a dataset of Catalyst prediction with 721,799 reactions and 888 catalyst types from USPTO. Predict which catalyst facilitates the given reaction. (1) Reactant: [CH2:1]([O:3][C:4]([C:6]1[N:7]=[C:8]([CH2:11]Cl)[S:9][CH:10]=1)=[O:5])[CH3:2].C(=O)([O-])[O-].[K+].[K+].Cl.[CH3:20][NH:21][CH3:22].C(Cl)Cl. Product: [CH3:20][N:21]([CH2:11][C:8]1[S:9][CH:10]=[C:6]([C:4]([O:3][CH2:1][CH3:2])=[O:5])[N:7]=1)[CH3:22]. The catalyst class is: 3. (2) Reactant: [CH2:1]([O:3][C:4]1[CH:13]=[C:12]2[C:7]([C:8]3[CH2:18][CH2:17][CH:16]([CH2:19][CH2:20][CH3:21])[CH2:15][C:9]=3[C:10](=[O:14])[O:11]2)=[CH:6][CH:5]=1)[CH3:2]. Product: [CH2:1]([O:3][C:4]1[CH:13]=[C:12]2[C:7]([CH:8]3[CH2:18][CH2:17][CH:16]([CH2:19][CH2:20][CH3:21])[CH2:15][CH:9]3[C:10](=[O:14])[O:11]2)=[CH:6][CH:5]=1)[CH3:2]. The catalyst class is: 1. (3) The catalyst class is: 47. Reactant: COC1C=CC([NH:9][C:10]2[C:15]([F:16])=[C:14]([C:17]3[CH:22]=[CH:21][C:20]([Cl:23])=[CH:19][CH:18]=3)[N:13]=[C:12]([C:24]([O:26][CH3:27])=[O:25])[CH:11]=2)=CC=1.[Cl:28]N1C(C)(C)C(=O)N(Cl)C1=O.S(=O)(=O)(O)O.C(Cl)Cl. Product: [NH2:9][C:10]1[C:15]([F:16])=[C:14]([C:17]2[CH:22]=[CH:21][C:20]([Cl:23])=[CH:19][CH:18]=2)[N:13]=[C:12]([C:24]([O:26][CH3:27])=[O:25])[C:11]=1[Cl:28]. (4) Reactant: [CH:1]1([NH:4][C:5](=[O:38])[C:6]2[CH:11]=[C:10]([F:12])[C:9]([CH3:13])=[C:8]([C:14]3[CH:15]=[C:16]4[C:21](=[CH:22][CH:23]=3)[C:20](=[O:24])[N:19]([CH2:25][CH:26]3[CH2:28][CH2:27]3)[CH:18]=[C:17]4[CH2:29][N:30]3[CH2:35][CH2:34][NH:33][C@@H:32]([CH2:36][OH:37])[CH2:31]3)[CH:7]=2)[CH2:3][CH2:2]1.C=O.[C:41](O[BH-](OC(=O)C)OC(=O)C)(=O)C.[Na+].O. Product: [CH:1]1([NH:4][C:5](=[O:38])[C:6]2[CH:11]=[C:10]([F:12])[C:9]([CH3:13])=[C:8]([C:14]3[CH:15]=[C:16]4[C:21](=[CH:22][CH:23]=3)[C:20](=[O:24])[N:19]([CH2:25][CH:26]3[CH2:28][CH2:27]3)[CH:18]=[C:17]4[CH2:29][N:30]3[CH2:35][CH2:34][N:33]([CH3:41])[C@@H:32]([CH2:36][OH:37])[CH2:31]3)[CH:7]=2)[CH2:3][CH2:2]1. The catalyst class is: 4. (5) Reactant: [Br:1][C:2]1[CH:3]=[C:4]([CH:7]=[CH:8][CH:9]=1)[CH2:5][OH:6].[C:10]([Si:14](Cl)([CH3:16])[CH3:15])([CH3:13])([CH3:12])[CH3:11].N1C=CN=C1. Product: [Br:1][C:2]1[CH:3]=[C:4]([CH:7]=[CH:8][CH:9]=1)[CH2:5][O:6][Si:14]([C:10]([CH3:13])([CH3:12])[CH3:11])([CH3:16])[CH3:15]. The catalyst class is: 42. (6) Reactant: [C:1]([C:5]1[O:9][N:8]=[C:7]([C:10]2[CH:15]=[C:14](Cl)[C:13]([CH:17]3[CH2:19][CH2:18]3)=[CH:12][N:11]=2)[N:6]=1)([CH3:4])([CH3:3])[CH3:2].[NH:20]1[CH2:24][CH2:23][CH2:22][CH2:21]1.C([O-])([O-])=O.[K+].[K+]. Product: [C:1]([C:5]1[O:9][N:8]=[C:7]([C:10]2[CH:15]=[C:14]([N:20]3[CH2:24][CH2:23][CH2:22][CH2:21]3)[C:13]([CH:17]3[CH2:19][CH2:18]3)=[CH:12][N:11]=2)[N:6]=1)([CH3:4])([CH3:3])[CH3:2]. The catalyst class is: 37. (7) Reactant: [Si]([O:8][CH2:9][CH:10]1[CH2:15][CH2:14][CH2:13][N:12]([C:16]2[N:21]=[C:20]([C:22]([NH:24][C:25]3[C:26]([CH3:36])=[C:27]([CH:32]=[CH:33][C:34]=3[CH3:35])[C:28]([O:30][CH3:31])=[O:29])=[O:23])[C:19]([CH3:37])=[CH:18][CH:17]=2)[CH2:11]1)(C(C)(C)C)(C)C.[N+](CCCC)(CCCC)(CCCC)CCCC.[F-]. Product: [OH:8][CH2:9][CH:10]1[CH2:15][CH2:14][CH2:13][N:12]([C:16]2[N:21]=[C:20]([C:22]([NH:24][C:25]3[C:26]([CH3:36])=[C:27]([CH:32]=[CH:33][C:34]=3[CH3:35])[C:28]([O:30][CH3:31])=[O:29])=[O:23])[C:19]([CH3:37])=[CH:18][CH:17]=2)[CH2:11]1. The catalyst class is: 1. (8) The catalyst class is: 772. Product: [F:1][C:2]1[CH:7]=[CH:6][C:5]([CH2:8][O:9][C:10]2[CH:24]=[CH:23][C:22]([CH2:25][NH:26][C:35](=[O:36])[O:37][CH3:38])=[CH:21][C:11]=2[C:12]([NH:14][C:15]2[CH:16]=[N:17][CH:18]=[CH:19][CH:20]=2)=[O:13])=[CH:4][CH:3]=1. Reactant: [F:1][C:2]1[CH:7]=[CH:6][C:5]([CH2:8][O:9][C:10]2[CH:24]=[CH:23][C:22](/[CH:25]=[N:26]\O)=[CH:21][C:11]=2[C:12]([NH:14][C:15]2[CH:16]=[N:17][CH:18]=[CH:19][CH:20]=2)=[O:13])=[CH:4][CH:3]=1.Cl.C(=O)([O-])O.[Na+].Cl[C:35]([O:37][CH3:38])=[O:36]. (9) Reactant: [Cl:1][C:2]1[CH:7]=[C:6]([Cl:8])[CH:5]=[CH:4][C:3]=1[C:9]1[N:10]=[C:11]([CH2:28][CH3:29])[C:12]([NH:17][C@H:18]2[C:26]3[C:21](=[CH:22][CH:23]=[CH:24][CH:25]=3)[CH2:20][C@H:19]2[OH:27])=[N:13][C:14]=1[CH2:15][CH3:16].[N+:30]([C:33]1[CH:41]=[CH:40][C:36]([C:37](O)=[O:38])=[CH:35][CH:34]=1)([O-:32])=[O:31].C1(P(C2C=CC=CC=2)C2C=CC=CC=2)C=CC=CC=1.CCOC(/N=N/C(OCC)=O)=O. Product: [N+:30]([C:33]1[CH:34]=[CH:35][C:36]([C:37]([O:27][C@H:19]2[CH2:20][C:21]3[C:26](=[CH:25][CH:24]=[CH:23][CH:22]=3)[C@@H:18]2[NH:17][C:12]2[C:11]([CH2:28][CH3:29])=[N:10][C:9]([C:3]3[CH:4]=[CH:5][C:6]([Cl:8])=[CH:7][C:2]=3[Cl:1])=[C:14]([CH2:15][CH3:16])[N:13]=2)=[O:38])=[CH:40][CH:41]=1)([O-:32])=[O:31]. The catalyst class is: 48. (10) Reactant: Cl[C:2]1[C:7](C(C)C)=[C:6]([CH3:11])[N:5]=[CH:4][N:3]=1.[C:12]([O-])(=O)[CH3:13].[Na+].[CH3:17]O. Product: [CH3:11][C:6]1[CH:7]=[C:2]([CH:12]([CH3:13])[CH3:17])[N:3]=[CH:4][N:5]=1. The catalyst class is: 45.